Dataset: Forward reaction prediction with 1.9M reactions from USPTO patents (1976-2016). Task: Predict the product of the given reaction. (1) The product is: [F:22][C:21]([F:24])([F:23])[CH2:20][O:19][C:16]1[CH:15]=[CH:14][C:13]([N:3]2[C:4](=[O:12])[C:5]3[CH2:10][C:9](=[O:11])[NH:8][C:6]=3[N:7]=[C:2]2[S:1][CH2:27][C:26]([F:30])([F:29])[F:25])=[CH:18][CH:17]=1. Given the reactants [S:1]=[C:2]1[NH:7][C:6]2[NH:8][C:9](=[O:11])[CH2:10][C:5]=2[C:4](=[O:12])[N:3]1[C:13]1[CH:18]=[CH:17][C:16]([O:19][CH2:20][C:21]([F:24])([F:23])[F:22])=[CH:15][CH:14]=1.[F:25][C:26]([F:30])([F:29])[CH2:27]I.C(=O)([O-])O.[Na+], predict the reaction product. (2) The product is: [NH2:1][C:2]1[C:10]([F:11])=[CH:9][C:8]([Br:12])=[CH:7][C:3]=1[C:4]([OH:6])=[O:5]. Given the reactants [NH2:1][C:2]1[C:10]([F:11])=[CH:9][CH:8]=[CH:7][C:3]=1[C:4]([OH:6])=[O:5].[Br:12]N1C(=O)CCC1=O, predict the reaction product.